Dataset: Forward reaction prediction with 1.9M reactions from USPTO patents (1976-2016). Task: Predict the product of the given reaction. (1) Given the reactants [CH2:1]1[C:9]2[C:4](=[CH:5][CH:6]=[CH:7][CH:8]=2)[CH2:3][CH2:2]1.[C:10](OC(=O)C)(=[O:12])[CH3:11], predict the reaction product. The product is: [CH2:1]1[C:9]2[C:4](=[CH:5][CH:6]=[C:7]([C:10](=[O:12])[CH3:11])[CH:8]=2)[CH2:3][CH2:2]1. (2) Given the reactants [C:1]([C:4]1[CH:13]=[CH:12][C:7]([C:8]([O:10][CH3:11])=[O:9])=[CH:6][C:5]=1[CH3:14])(=[S:3])[NH2:2].Cl[CH2:16][C:17](=O)[CH3:18], predict the reaction product. The product is: [CH3:14][C:5]1[CH:6]=[C:7]([CH:12]=[CH:13][C:4]=1[C:1]1[S:3][CH:16]=[C:17]([CH3:18])[N:2]=1)[C:8]([O:10][CH3:11])=[O:9]. (3) Given the reactants [C:1]1([C:11]2[CH:12]=[C:13]([N+:22]([O-:24])=[O:23])[CH:14]=[C:15]3[C:20]=2[NH:19][C:18](=O)[CH:17]=[CH:16]3)[C:10]2[C:5](=[CH:6][CH:7]=[CH:8][CH:9]=2)[CH:4]=[CH:3][CH:2]=1.CN(C)C1C=CC=CC=1.O=P(Cl)(Cl)[Cl:36].O, predict the reaction product. The product is: [Cl:36][C:18]1[CH:17]=[CH:16][C:15]2[C:20](=[C:11]([C:1]3[C:10]4[C:5](=[CH:6][CH:7]=[CH:8][CH:9]=4)[CH:4]=[CH:3][CH:2]=3)[CH:12]=[C:13]([N+:22]([O-:24])=[O:23])[CH:14]=2)[N:19]=1. (4) Given the reactants [NH:1]1[CH2:6][CH2:5][CH:4]([NH:7][C:8](=[O:14])[O:9][C:10]([CH3:13])([CH3:12])[CH3:11])[CH2:3][CH2:2]1.Br[C:16]1[CH:21]=[CH:20][C:19]([CH2:22][C:23]([O:25][CH3:26])=[O:24])=[CH:18][CH:17]=1.C([O-])([O-])=O.[Cs+].[Cs+].CC(C1C=C(C(C)C)C(C2C=CC=CC=2P(C2CCCCC2)C2CCCCC2)=C(C(C)C)C=1)C, predict the reaction product. The product is: [C:10]([O:9][C:8]([NH:7][CH:4]1[CH2:3][CH2:2][N:1]([C:16]2[CH:21]=[CH:20][C:19]([CH2:22][C:23]([O:25][CH3:26])=[O:24])=[CH:18][CH:17]=2)[CH2:6][CH2:5]1)=[O:14])([CH3:11])([CH3:13])[CH3:12].